This data is from Forward reaction prediction with 1.9M reactions from USPTO patents (1976-2016). The task is: Predict the product of the given reaction. (1) Given the reactants [CH:1]1([N:4]([CH2:20][C:21]2[CH:26]=[CH:25][C:24]([O:27][CH3:28])=[CH:23][CH:22]=2)[C:5]2[C:10]3=[N:11][CH:12]=[C:13]([C:14]#[N:15])[N:9]3[N:8]=[C:7](S(C)(=O)=O)[N:6]=2)[CH2:3][CH2:2]1.[NH2:29][C:30]1[CH:31]=[C:32]([N:47]([CH2:52][C:53]2[CH:58]=[CH:57][C:56]([O:59][CH3:60])=[CH:55][CH:54]=2)[C:48](=[O:51])[O:49][CH3:50])[CH:33]=[C:34]([N:37]2[CH2:42][CH2:41][N:40]([CH:43]3[CH2:46][O:45][CH2:44]3)[CH2:39][CH2:38]2)[C:35]=1[F:36].C([O-])([O-])=O.[Cs+].[Cs+], predict the reaction product. The product is: [C:14]([C:13]1[N:9]2[C:10]([C:5]([N:4]([CH:1]3[CH2:3][CH2:2]3)[CH2:20][C:21]3[CH:26]=[CH:25][C:24]([O:27][CH3:28])=[CH:23][CH:22]=3)=[N:6][C:7]([NH:29][C:30]3[CH:31]=[C:32]([N:47]([CH2:52][C:53]4[CH:54]=[CH:55][C:56]([O:59][CH3:60])=[CH:57][CH:58]=4)[C:48](=[O:51])[O:49][CH3:50])[CH:33]=[C:34]([N:37]4[CH2:38][CH2:39][N:40]([CH:43]5[CH2:46][O:45][CH2:44]5)[CH2:41][CH2:42]4)[C:35]=3[F:36])=[N:8]2)=[N:11][CH:12]=1)#[N:15]. (2) Given the reactants [NH2:1][C@@H:2]1[CH2:11][CH2:10][CH2:9][C:8]2[CH:7]=[C:6]([CH2:12][OH:13])[CH:5]=[CH:4][C:3]1=2.[CH3:14][C:15]1([CH3:37])[O:19][C@@H:18]([C:20](O)=[O:21])[C@@H:17]([CH2:23][S:24]([C:27]2[CH:36]=[CH:35][C:34]3[C:29](=[CH:30][CH:31]=[CH:32][CH:33]=3)[CH:28]=2)(=[O:26])=[O:25])[O:16]1.CCN=C=NCCCN(C)C.C1C=CC2N(O)N=NC=2C=1, predict the reaction product. The product is: [OH:13][CH2:12][C:6]1[CH:7]=[C:8]2[C:3](=[CH:4][CH:5]=1)[C@H:2]([NH:1][C:20]([C@H:18]1[C@@H:17]([CH2:23][S:24]([C:27]3[CH:36]=[CH:35][C:34]4[C:29](=[CH:30][CH:31]=[CH:32][CH:33]=4)[CH:28]=3)(=[O:26])=[O:25])[O:16][C:15]([CH3:37])([CH3:14])[O:19]1)=[O:21])[CH2:11][CH2:10][CH2:9]2.